This data is from Forward reaction prediction with 1.9M reactions from USPTO patents (1976-2016). The task is: Predict the product of the given reaction. Given the reactants [C:1]([O:5][C:6]([NH:8][CH:9]([C:14]1[CH:19]=[CH:18][C:17]([O:20][CH3:21])=[C:16]([O:22][CH2:23][CH3:24])[CH:15]=1)[CH2:10][C:11](=[O:13])[CH3:12])=[O:7])([CH3:4])([CH3:3])[CH3:2].[BH4-].[Na+], predict the reaction product. The product is: [C:1]([O:5][C:6]([NH:8][CH:9]([C:14]1[CH:19]=[CH:18][C:17]([O:20][CH3:21])=[C:16]([O:22][CH2:23][CH3:24])[CH:15]=1)[CH2:10][CH:11]([OH:13])[CH3:12])=[O:7])([CH3:3])([CH3:4])[CH3:2].